Dataset: Forward reaction prediction with 1.9M reactions from USPTO patents (1976-2016). Task: Predict the product of the given reaction. Given the reactants Cl.[NH:2]1[CH2:5][CH:4]([C:6]2[C:11]([Br:12])=[CH:10][CH:9]=[CH:8][N:7]=2)[CH2:3]1.Cl[C:14]1[CH:23]=[CH:22][C:21]2[C:16](=[CH:17][CH:18]=[CH:19][CH:20]=2)[N:15]=1.C(=O)([O-])[O-].[Cs+].[Cs+], predict the reaction product. The product is: [Br:12][C:11]1[C:6]([CH:4]2[CH2:3][N:2]([C:14]3[CH:23]=[CH:22][C:21]4[C:16](=[CH:17][CH:18]=[CH:19][CH:20]=4)[N:15]=3)[CH2:5]2)=[N:7][CH:8]=[CH:9][CH:10]=1.